This data is from Reaction yield outcomes from USPTO patents with 853,638 reactions. The task is: Predict the reaction yield, written as a fraction of the theoretical maximum amount of product (1.0 means a 100% yield; for example, 0.34 means a 34% yield). (1) The product is [CH:27]1([NH:32][S:17]([C:15]2[CH:16]=[C:11]([S:8]([C:5]3[CH:6]=[CH:7][C:2]([F:1])=[CH:3][CH:4]=3)(=[O:10])=[O:9])[C:12]([CH:24]([CH3:26])[CH3:25])=[CH:13][C:14]=2[CH:21]([CH3:23])[CH3:22])(=[O:19])=[O:18])[CH2:31][CH2:30][CH2:29][CH2:28]1. No catalyst specified. The yield is 0.850. The reactants are [F:1][C:2]1[CH:7]=[CH:6][C:5]([S:8]([C:11]2[C:12]([CH:24]([CH3:26])[CH3:25])=[CH:13][C:14]([CH:21]([CH3:23])[CH3:22])=[C:15]([S:17](Cl)(=[O:19])=[O:18])[CH:16]=2)(=[O:10])=[O:9])=[CH:4][CH:3]=1.[CH:27]1([NH2:32])[CH2:31][CH2:30][CH2:29][CH2:28]1. (2) The reactants are [CH2:1]([N:5]([CH2:37][CH2:38][CH2:39][CH3:40])[C:6]([C:8]1[CH:12]=[C:11]([CH3:13])[N:10]([C:14]2[CH:19]=[CH:18][C:17]([N+:20]([O-:22])=[O:21])=[CH:16][C:15]=2[C:23]([N:25]2[C@H:34]([CH2:35][OH:36])[CH2:33][C:32]3[C:27](=[CH:28][CH:29]=[CH:30][CH:31]=3)[CH2:26]2)=[O:24])[N:9]=1)=[O:7])[CH2:2][CH2:3][CH3:4].[Si:41](Cl)([C:44]([CH3:47])([CH3:46])[CH3:45])([CH3:43])[CH3:42].N1C=CN=C1. The catalyst is C(Cl)Cl.O. The product is [CH2:37]([N:5]([CH2:1][CH2:2][CH2:3][CH3:4])[C:6]([C:8]1[CH:12]=[C:11]([CH3:13])[N:10]([C:14]2[CH:19]=[CH:18][C:17]([N+:20]([O-:22])=[O:21])=[CH:16][C:15]=2[C:23]([N:25]2[C@H:34]([CH2:35][O:36][Si:41]([C:44]([CH3:47])([CH3:46])[CH3:45])([CH3:43])[CH3:42])[CH2:33][C:32]3[C:27](=[CH:28][CH:29]=[CH:30][CH:31]=3)[CH2:26]2)=[O:24])[N:9]=1)=[O:7])[CH2:38][CH2:39][CH3:40]. The yield is 0.640. (3) The reactants are [C:1]([O:4][CH2:5][C:6]1[C:7]([N:21]2[CH2:33][CH2:32][N:24]3[C:25]4[CH2:26][CH2:27][CH2:28][CH2:29][C:30]=4[CH:31]=[C:23]3[C:22]2=[O:34])=[N:8][CH:9]=[CH:10][C:11]=1[C:12]1[CH:17]=[C:16](Br)[C:15](=[O:19])[N:14]([CH3:20])[CH:13]=1)(=[O:3])[CH3:2].[NH:35]1[C:43]2[C:38](=[N:39][C:40]([NH2:44])=[CH:41][CH:42]=2)[N:37]=[CH:36]1.CC1(C)C2C(=C(P(C3C=CC=CC=3)C3C=CC=CC=3)C=CC=2)OC2C(P(C3C=CC=CC=3)C3C=CC=CC=3)=CC=CC1=2.C(=O)([O-])[O-].[Cs+].[Cs+]. The catalyst is C1C=CC(/C=C/C(/C=C/C2C=CC=CC=2)=O)=CC=1.C1C=CC(/C=C/C(/C=C/C2C=CC=CC=2)=O)=CC=1.C1C=CC(/C=C/C(/C=C/C2C=CC=CC=2)=O)=CC=1.[Pd].[Pd].O1CCOCC1. The product is [C:1]([O:4][CH2:5][C:6]1[C:7]([N:21]2[CH2:33][CH2:32][N:24]3[C:25]4[CH2:26][CH2:27][CH2:28][CH2:29][C:30]=4[CH:31]=[C:23]3[C:22]2=[O:34])=[N:8][CH:9]=[CH:10][C:11]=1[C:12]1[CH:17]=[C:16]([NH:44][C:40]2[N:39]=[C:38]3[N:37]=[CH:36][NH:35][C:43]3=[CH:42][CH:41]=2)[C:15](=[O:19])[N:14]([CH3:20])[CH:13]=1)(=[O:3])[CH3:2]. The yield is 0.230. (4) The product is [C:1]([OH:5])(=[O:4])[CH:2]=[CH2:3].[CH2:6]=[CH:7][C:8]1[CH:13]=[CH:12][CH:11]=[CH:10][CH:9]=1. The yield is 0.846. The catalyst is C1COCC1. The reactants are [C:1]([OH:5])(=[O:4])[CH:2]=[CH2:3].[CH2:6]=[CH:7][C:8]1[CH:13]=[CH:12][CH:11]=[CH:10][CH:9]=1. (5) The reactants are [NH2:1][C:2]1[C:7]([C:8]([C:10]2[C:15]([O:16]C)=[C:14]([O:18]C)[CH:13]=[C:12]([F:20])[C:11]=2[F:21])=[O:9])=[CH:6][N:5]=[C:4]([NH:22][CH:23]2[CH2:28][CH2:27][N:26]([S:29]([CH3:32])(=[O:31])=[O:30])[CH2:25][CH2:24]2)[N:3]=1.B(Br)(Br)Br. The catalyst is C(Cl)Cl. The product is [NH2:1][C:2]1[C:7]([C:8]([C:10]2[C:15]([OH:16])=[C:14]([OH:18])[CH:13]=[C:12]([F:20])[C:11]=2[F:21])=[O:9])=[CH:6][N:5]=[C:4]([NH:22][CH:23]2[CH2:24][CH2:25][N:26]([S:29]([CH3:32])(=[O:30])=[O:31])[CH2:27][CH2:28]2)[N:3]=1. The yield is 0.520.